The task is: Regression. Given two drug SMILES strings and cell line genomic features, predict the synergy score measuring deviation from expected non-interaction effect.. This data is from NCI-60 drug combinations with 297,098 pairs across 59 cell lines. (1) Drug 1: CC1=CC2C(CCC3(C2CCC3(C(=O)C)OC(=O)C)C)C4(C1=CC(=O)CC4)C. Drug 2: CS(=O)(=O)CCNCC1=CC=C(O1)C2=CC3=C(C=C2)N=CN=C3NC4=CC(=C(C=C4)OCC5=CC(=CC=C5)F)Cl. Cell line: SK-MEL-28. Synergy scores: CSS=-2.37, Synergy_ZIP=3.06, Synergy_Bliss=4.34, Synergy_Loewe=-2.18, Synergy_HSA=-0.424. (2) Drug 1: C1=NC2=C(N1)C(=S)N=C(N2)N. Drug 2: CC1C(C(CC(O1)OC2CC(OC(C2O)C)OC3=CC4=CC5=C(C(=O)C(C(C5)C(C(=O)C(C(C)O)O)OC)OC6CC(C(C(O6)C)O)OC7CC(C(C(O7)C)O)OC8CC(C(C(O8)C)O)(C)O)C(=C4C(=C3C)O)O)O)O. Cell line: HS 578T. Synergy scores: CSS=44.5, Synergy_ZIP=6.04, Synergy_Bliss=7.83, Synergy_Loewe=6.24, Synergy_HSA=6.95. (3) Drug 1: C1=CC(=CC=C1CCC2=CNC3=C2C(=O)NC(=N3)N)C(=O)NC(CCC(=O)O)C(=O)O. Drug 2: CN1C(=O)N2C=NC(=C2N=N1)C(=O)N. Cell line: SK-MEL-5. Synergy scores: CSS=2.19, Synergy_ZIP=0.702, Synergy_Bliss=4.13, Synergy_Loewe=-10.1, Synergy_HSA=-2.90. (4) Drug 1: CC1C(C(CC(O1)OC2CC(OC(C2O)C)OC3=CC4=CC5=C(C(=O)C(C(C5)C(C(=O)C(C(C)O)O)OC)OC6CC(C(C(O6)C)O)OC7CC(C(C(O7)C)O)OC8CC(C(C(O8)C)O)(C)O)C(=C4C(=C3C)O)O)O)O. Drug 2: C1=CC=C(C(=C1)C(C2=CC=C(C=C2)Cl)C(Cl)Cl)Cl. Cell line: SW-620. Synergy scores: CSS=14.6, Synergy_ZIP=0.0693, Synergy_Bliss=0.488, Synergy_Loewe=-35.3, Synergy_HSA=-0.805. (5) Drug 1: CS(=O)(=O)C1=CC(=C(C=C1)C(=O)NC2=CC(=C(C=C2)Cl)C3=CC=CC=N3)Cl. Drug 2: C1=C(C(=O)NC(=O)N1)F. Cell line: HCT-15. Synergy scores: CSS=44.0, Synergy_ZIP=-1.16, Synergy_Bliss=-2.85, Synergy_Loewe=-11.2, Synergy_HSA=-0.722. (6) Synergy scores: CSS=-0.270, Synergy_ZIP=0.0300, Synergy_Bliss=-0.241, Synergy_Loewe=-10.5, Synergy_HSA=-5.05. Drug 2: C1=CC=C(C(=C1)C(C2=CC=C(C=C2)Cl)C(Cl)Cl)Cl. Drug 1: CC1=C(N=C(N=C1N)C(CC(=O)N)NCC(C(=O)N)N)C(=O)NC(C(C2=CN=CN2)OC3C(C(C(C(O3)CO)O)O)OC4C(C(C(C(O4)CO)O)OC(=O)N)O)C(=O)NC(C)C(C(C)C(=O)NC(C(C)O)C(=O)NCCC5=NC(=CS5)C6=NC(=CS6)C(=O)NCCC[S+](C)C)O. Cell line: UACC-257.